From a dataset of Forward reaction prediction with 1.9M reactions from USPTO patents (1976-2016). Predict the product of the given reaction. Given the reactants Br[C:2]1[CH:3]=[CH:4][C:5]2[C:11]3[S:12][C:13]([C:15]([N:17]([C:19]4[CH:24]=[CH:23][CH:22]=[CH:21][C:20]=4[Cl:25])[CH3:18])=[O:16])=[CH:14][C:10]=3[CH2:9][CH2:8][O:7][C:6]=2[CH:26]=1.[CH2:27]([N:29]([CH2:34][CH3:35])[CH2:30][CH2:31][CH2:32][NH2:33])[CH3:28].C1CCN2C(=NCCC2)CC1.C1C[O:50][CH2:49]C1, predict the reaction product. The product is: [Cl:25][C:20]1[CH:21]=[CH:22][CH:23]=[CH:24][C:19]=1[N:17]([CH3:18])[C:15]([C:13]1[S:12][C:11]2[C:5]3[CH:4]=[CH:3][C:2]([C:49]([NH:33][CH2:32][CH2:31][CH2:30][N:29]([CH2:34][CH3:35])[CH2:27][CH3:28])=[O:50])=[CH:26][C:6]=3[O:7][CH2:8][CH2:9][C:10]=2[CH:14]=1)=[O:16].